From a dataset of Full USPTO retrosynthesis dataset with 1.9M reactions from patents (1976-2016). Predict the reactants needed to synthesize the given product. (1) Given the product [Cl:3][C:17]([C:11]1[C@H:10]([C:20]2[CH:25]=[CH:24][CH:23]=[C:22]([N+:26]([O-:28])=[O:27])[CH:21]=2)[C:9]([C:7]([O:6][CH3:5])=[O:8])=[C:14]([CH3:15])[NH:13][C:12]=1[CH3:16])=[O:18], predict the reactants needed to synthesize it. The reactants are: S(Cl)([Cl:3])=O.[CH3:5][O:6][C:7]([C:9]1[CH:10]([C:20]2[CH:25]=[CH:24][CH:23]=[C:22]([N+:26]([O-:28])=[O:27])[CH:21]=2)[C:11]([C:17](O)=[O:18])=[C:12]([CH3:16])[NH:13][C:14]=1[CH3:15])=[O:8]. (2) Given the product [O:19]([C:14]1[CH:15]=[CH:16][C:17](=[O:18])[N:12]([CH2:11][C:10]2[CH:26]=[CH:27][CH:28]=[C:8]([C:5]3[N:4]=[CH:3][C:2]([C:39]4[CH:38]=[N:37][N:36]([CH2:35][CH2:34][N:29]5[CH2:33][CH2:32][CH2:31][CH2:30]5)[CH:40]=4)=[CH:7][N:6]=3)[CH:9]=2)[N:13]=1)[C:20]1[CH:25]=[CH:24][CH:23]=[CH:22][CH:21]=1, predict the reactants needed to synthesize it. The reactants are: Br[C:2]1[CH:3]=[N:4][C:5]([C:8]2[CH:9]=[C:10]([CH:26]=[CH:27][CH:28]=2)[CH2:11][N:12]2[C:17](=[O:18])[CH:16]=[CH:15][C:14]([O:19][C:20]3[CH:25]=[CH:24][CH:23]=[CH:22][CH:21]=3)=[N:13]2)=[N:6][CH:7]=1.[N:29]1([CH2:34][CH2:35][N:36]2[CH:40]=[C:39](B3OC(C)(C)C(C)(C)O3)[CH:38]=[N:37]2)[CH2:33][CH2:32][CH2:31][CH2:30]1.O.O.O.P([O-])([O-])([O-])=O.[K+].[K+].[K+].C(N(CC)CC)C. (3) Given the product [ClH:23].[CH3:21][N:17]1[CH:18]=[CH:19][N:20]=[C:16]1[C:11]1([OH:22])[CH2:10][CH:9]2[NH:8][CH:13]([CH2:14][CH2:15]2)[CH2:12]1, predict the reactants needed to synthesize it. The reactants are: C(OC([N:8]1[CH:13]2[CH2:14][CH2:15][CH:9]1[CH2:10][C:11]([OH:22])([C:16]1[N:17]([CH3:21])[CH:18]=[CH:19][N:20]=1)[CH2:12]2)=O)(C)(C)C.[ClH:23]. (4) Given the product [CH3:21][C:22]1[CH:23]=[C:24]([CH3:25])[N:18]([C:16]2[N:15]=[C:14]3[C:10]([N:11]=[CH:12][N:13]3[CH3:20])=[C:9]([NH:8][C:5]3[CH:6]=[CH:7][C:2]([F:1])=[CH:3][CH:4]=3)[N:17]=2)[N:19]=1, predict the reactants needed to synthesize it. The reactants are: [F:1][C:2]1[CH:7]=[CH:6][C:5]([NH:8][C:9]2[N:17]=[C:16]([NH:18][NH2:19])[N:15]=[C:14]3[C:10]=2[N:11]=[CH:12][N:13]3[CH3:20])=[CH:4][CH:3]=1.[CH3:21][C:22](=O)[CH2:23][C:24](=O)[CH3:25].O. (5) Given the product [C:1]([O:5][C:6]([N:8]1[CH2:13][CH2:12][CH2:11][CH2:10][CH:9]1[CH2:14][NH:15][C:17]1[CH:22]=[CH:21][C:20]([C:23]#[N:24])=[CH:19][N:18]=1)=[O:7])([CH3:4])([CH3:3])[CH3:2], predict the reactants needed to synthesize it. The reactants are: [C:1]([O:5][C:6]([N:8]1[CH2:13][CH2:12][CH2:11][CH2:10][C@H:9]1[CH2:14][NH2:15])=[O:7])([CH3:4])([CH3:3])[CH3:2].Cl[C:17]1[CH:22]=[CH:21][C:20]([C:23]#[N:24])=[CH:19][N:18]=1.C(N(C(C)C)CC)(C)C. (6) The reactants are: Br[CH2:2][CH2:3][Cl:4].[Cl:5][C:6]1[CH:11]=[CH:10][C:9]([O:12][CH3:13])=[CH:8][C:7]=1[OH:14].C([O-])([O-])=O.[K+].[K+].O. Given the product [Cl:5][C:6]1[CH:11]=[CH:10][C:9]([O:12][CH3:13])=[CH:8][C:7]=1[O:14][CH2:2][CH2:3][Cl:4], predict the reactants needed to synthesize it.